Dataset: NCI-60 drug combinations with 297,098 pairs across 59 cell lines. Task: Regression. Given two drug SMILES strings and cell line genomic features, predict the synergy score measuring deviation from expected non-interaction effect. (1) Drug 1: CC1C(C(CC(O1)OC2CC(CC3=C2C(=C4C(=C3O)C(=O)C5=C(C4=O)C(=CC=C5)OC)O)(C(=O)C)O)N)O.Cl. Drug 2: C(CCl)NC(=O)N(CCCl)N=O. Cell line: SNB-19. Synergy scores: CSS=23.5, Synergy_ZIP=-3.62, Synergy_Bliss=2.96, Synergy_Loewe=-11.6, Synergy_HSA=1.42. (2) Drug 1: CC(C1=C(C=CC(=C1Cl)F)Cl)OC2=C(N=CC(=C2)C3=CN(N=C3)C4CCNCC4)N. Drug 2: CC1=C(C(CCC1)(C)C)C=CC(=CC=CC(=CC(=O)O)C)C. Cell line: A498. Synergy scores: CSS=6.04, Synergy_ZIP=1.78, Synergy_Bliss=-3.65, Synergy_Loewe=-4.48, Synergy_HSA=-3.08.